Dataset: Caco-2 cell permeability data measuring drug intestinal absorption for ~900 compounds. Task: Regression/Classification. Given a drug SMILES string, predict its absorption, distribution, metabolism, or excretion properties. Task type varies by dataset: regression for continuous measurements (e.g., permeability, clearance, half-life) or binary classification for categorical outcomes (e.g., BBB penetration, CYP inhibition). For this dataset (caco2_wang), we predict Y. (1) The drug is OC[C@H]1O[C@@](CO)(O[C@H]2O[C@H](CO[C@H]3O[C@H](CO)[C@H](O)[C@H](O)[C@H]3O)[C@@H](O)[C@H](O)[C@H]2O)[C@@H](O)[C@@H]1O. The Y is -7.62 log Papp (cm/s). (2) The compound is COCN1C(=O)N(COC)C(=O)C(c2ccccc2)(c2ccccc2)C1=O. The Y is -4.45 log Papp (cm/s). (3) The molecule is c1ccncc1. The Y is -3.97 log Papp (cm/s). (4) The molecule is COc1cc2c(cc1OC)[C@H]1C[C@H](O)[C@@H](CC(C)C)CN1CC2. The Y is -4.68 log Papp (cm/s). (5) The molecule is COC(=O)c1c(Cl)cccc1-c1cnc([C@@H](C)NC(=O)C2(NC(=O)C(F)(F)F)CC2)c(F)c1. The Y is -4.60 log Papp (cm/s). (6) The drug is CNCC(=O)N[C@H](c1cccc(F)c1N1CCN(C(=O)[C@H](C)Cc2ccc(Cl)cc2Cl)CC1)C(C)C. The Y is -5.70 log Papp (cm/s). (7) The molecule is Cc1ccc(N2CCN(C(=O)[C@H](C)Cc3ccc(Cl)cc3F)CC2)c([C@@H](NC(=O)CCN(C)C)C(C)C)c1. The Y is -4.43 log Papp (cm/s). (8) The compound is CC(=O)N[C@@H](Cc1c[nH]c2ccccc12)C(=O)N[C@@H](C)C(=O)NCC(=O)NCC(=O)N[C@@H](CC(N)=O)C(=O)N[C@@H](C)C(N)=O. The Y is -7.29 log Papp (cm/s). (9) The molecule is C[C@@H]1O[C@@H](Oc2c(-c3ccc(O)c(O)c3)oc3cc(O)cc(O)c3c2=O)[C@H](O)[C@H](O)[C@H]1O. The Y is -6.10 log Papp (cm/s). (10) The drug is CC(=O)OC(C)OC(=O)N1CCC(N2CCN(CC(=O)c3ccc(OCC(=O)OC4CCOCC4)cc3)C(=O)C2)CC1. The Y is -4.51 log Papp (cm/s).